Dataset: Catalyst prediction with 721,799 reactions and 888 catalyst types from USPTO. Task: Predict which catalyst facilitates the given reaction. (1) Reactant: [N+:1]([C:4]1[CH:8]=[CH:7][NH:6][N:5]=1)([O-:3])=[O:2].[H-].[Na+].[CH3:11][O:12][C:13](=[O:22])[C:14]1[CH:19]=[CH:18][C:17]([CH2:20]Br)=[CH:16][CH:15]=1. Product: [CH3:11][O:12][C:13](=[O:22])[C:14]1[CH:19]=[CH:18][C:17]([CH2:20][N:6]2[CH:7]=[CH:8][C:4]([N+:1]([O-:3])=[O:2])=[N:5]2)=[CH:16][CH:15]=1. The catalyst class is: 9. (2) Reactant: [C:1]([CH2:3][C:4]1[N:5]=[CH:6][N:7]([C:9]2[CH:14]=[CH:13][C:12]([N:15]3[CH2:19][CH:18]([CH2:20][NH:21][C:22](=[O:24])[CH3:23])[O:17][C:16]3=[O:25])=[CH:11][C:10]=2[F:26])[CH:8]=1)#[N:2].[SH2:27]. Product: [F:26][C:10]1[CH:11]=[C:12]([N:15]2[CH2:19][C@H:18]([CH2:20][NH:21][C:22](=[O:24])[CH3:23])[O:17][C:16]2=[O:25])[CH:13]=[CH:14][C:9]=1[N:7]1[CH:8]=[C:4]([CH2:3][C:1](=[S:27])[NH2:2])[N:5]=[CH:6]1. The catalyst class is: 39. (3) Reactant: C[O:2][CH:3](OC)[C:4]1[CH:5]=[C:6]([Br:12])[C:7]([CH2:10][OH:11])=[N:8][CH:9]=1.Cl.[OH-].[Na+]. Product: [Br:12][C:6]1[CH:5]=[C:4]([CH:3]=[O:2])[CH:9]=[N:8][C:7]=1[CH2:10][OH:11]. The catalyst class is: 2. (4) Reactant: [OH:1][C:2]1[CH:11]=[C:10]2[C:5]([CH:6]=[C:7]([C:12]([O:14][CH3:15])=[O:13])[N:8]=[CH:9]2)=[CH:4][CH:3]=1.[F:16][C:17]([F:30])([F:29])[S:18](O[S:18]([C:17]([F:30])([F:29])[F:16])(=[O:20])=[O:19])(=[O:20])=[O:19]. Product: [F:16][C:17]([F:30])([F:29])[S:18]([O:1][C:2]1[CH:11]=[C:10]2[C:5]([CH:6]=[C:7]([C:12]([O:14][CH3:15])=[O:13])[N:8]=[CH:9]2)=[CH:4][CH:3]=1)(=[O:20])=[O:19]. The catalyst class is: 2. (5) Reactant: [Cl:1][C:2]1[CH:7]=[C:6]([Cl:8])[CH:5]=[CH:4][C:3]=1[CH:9]1[CH2:13][NH:12][CH2:11][CH:10]1[NH:14][C:15](=[O:21])[O:16][C:17]([CH3:20])([CH3:19])[CH3:18].C(N(C(C)C)C(C)C)C.[Cl:31][C:32]1[N:37]=[C:36](Cl)[CH:35]=[CH:34][N:33]=1. Product: [Cl:31][C:32]1[N:37]=[C:36]([N:12]2[CH2:13][CH:9]([C:3]3[CH:4]=[CH:5][C:6]([Cl:8])=[CH:7][C:2]=3[Cl:1])[CH:10]([NH:14][C:15](=[O:21])[O:16][C:17]([CH3:18])([CH3:20])[CH3:19])[CH2:11]2)[CH:35]=[CH:34][N:33]=1. The catalyst class is: 11. (6) The catalyst class is: 12. Reactant: [CH:1]([Si:4]([C:11]#[CH:12])([CH:8]([CH3:10])[CH3:9])[CH:5]([CH3:7])[CH3:6])([CH3:3])[CH3:2].[Li]C[CH2:15][CH2:16][CH3:17].[Br:18][C:19]1[S:20][C:21]2[C:22](=O)[C:23]3[CH:24]=[C:25]([Br:32])[S:26][C:27]=3[C:28](=O)[C:29]=2[CH:30]=1.Cl[Sn]Cl.Cl. Product: [Br:18][C:19]1[S:20][C:21]2[C:29]([CH:30]=1)=[C:28]([C:12]#[C:11][Si:4]([CH:5]([CH3:6])[CH3:7])([CH:1]([CH3:3])[CH3:2])[CH:8]([CH3:10])[CH3:9])[C:27]1[S:26][C:25]([Br:32])=[CH:24][C:23]=1[C:22]=2[C:2]#[C:1][Si:4]([CH:8]([CH3:10])[CH3:9])([CH:16]([CH3:17])[CH3:15])[CH:5]([CH3:7])[CH3:6]. (7) Reactant: [CH3:1][O:2][C:3]1[CH:4]=[CH:5][C:6]2[N:10]3[CH2:11][C:12]4[C:17]([C:9]3=[C:8]([CH2:18][CH2:19][N+:20]([O-])=O)[C:7]=2[N:23]=1)=[CH:16][CH:15]=[CH:14][CH:13]=4. Product: [CH3:1][O:2][C:3]1[CH:4]=[CH:5][C:6]2[N:10]3[CH2:11][C:12]4[C:17]([C:9]3=[C:8]([CH2:18][CH2:19][NH2:20])[C:7]=2[N:23]=1)=[CH:16][CH:15]=[CH:14][CH:13]=4. The catalyst class is: 227. (8) Reactant: Br[C:2]1[CH:7]=[CH:6][C:5]([O:8][CH3:9])=[C:4]([CH:10]([CH3:12])[CH3:11])[C:3]=1[CH3:13].[Li]CCCC.[CH3:19][O:20][C:21]1[CH:28]=[CH:27][C:24]([CH:25]=[O:26])=[C:23]([CH3:29])[CH:22]=1. Product: [CH3:9][O:8][C:5]1[CH:6]=[CH:7][C:2]([CH:25]([C:24]2[CH:27]=[CH:28][C:21]([O:20][CH3:19])=[CH:22][C:23]=2[CH3:29])[OH:26])=[C:3]([CH3:13])[C:4]=1[CH:10]([CH3:12])[CH3:11]. The catalyst class is: 1. (9) Reactant: [Cl:1][C:2]1[CH:7]=[C:6](Br)[CH:5]=[CH:4][N:3]=1.C1(C)C=CC=CC=1.CCO.[F:19][C:20]1[CH:21]=[C:22](B(O)O)[CH:23]=[CH:24][C:25]=1[CH3:26].C([O-])([O-])=O.[K+].[K+]. Product: [Cl:1][C:2]1[CH:7]=[C:6]([C:22]2[CH:23]=[CH:24][C:25]([CH3:26])=[C:20]([F:19])[CH:21]=2)[CH:5]=[CH:4][N:3]=1. The catalyst class is: 103.